This data is from Forward reaction prediction with 1.9M reactions from USPTO patents (1976-2016). The task is: Predict the product of the given reaction. (1) The product is: [OH:31][C:28]1([CH2:32][CH2:33][N:34]2[CH2:39][CH2:38][C@H:37]([OH:40])[C@@H:36]([CH3:41])[CH2:35]2)[CH2:29][CH2:30][CH:25]([NH:24][C:21]([C:15]2[NH:16][C:17]3[C:13]([CH:14]=2)=[C:12]([O:11][CH2:10][CH2:9][C:8]2[C:3]([O:2][CH3:1])=[N:4][CH:5]=[CH:6][CH:7]=2)[CH:20]=[CH:19][CH:18]=3)=[O:23])[CH2:26][CH2:27]1. Given the reactants [CH3:1][O:2][C:3]1[C:8]([CH2:9][CH2:10][O:11][C:12]2[CH:20]=[CH:19][CH:18]=[C:17]3[C:13]=2[CH:14]=[C:15]([C:21]([OH:23])=O)[NH:16]3)=[CH:7][CH:6]=[CH:5][N:4]=1.[NH2:24][CH:25]1[CH2:30][CH2:29][C:28]([CH2:32][CH2:33][N:34]2[CH2:39][CH2:38][C@H:37]([OH:40])[C@@H:36]([CH3:41])[CH2:35]2)([OH:31])[CH2:27][CH2:26]1, predict the reaction product. (2) Given the reactants Cl.[NH2:2][CH2:3][CH2:4][C:5]([N:7]1[CH2:12][CH2:11][O:10][CH2:9][CH2:8]1)=[O:6].[Na+].C1(CC([O-])=O)C=CC=CC=1.[C:24]1([NH:30][C:31](=[O:54])[CH:32]([CH:38]([C:48]2[CH:53]=[CH:52][CH:51]=[CH:50][CH:49]=2)[C:39]([C:41]2[CH:46]=[CH:45][C:44]([F:47])=[CH:43][CH:42]=2)=O)[C:33](=O)[CH:34]([CH3:36])[CH3:35])[CH:29]=[CH:28][CH:27]=[CH:26][CH:25]=1, predict the reaction product. The product is: [C:24]1([NH:30][C:31]([C:32]2[C:38]([C:48]3[CH:49]=[CH:50][CH:51]=[CH:52][CH:53]=3)=[C:39]([C:41]3[CH:42]=[CH:43][C:44]([F:47])=[CH:45][CH:46]=3)[N:2]([CH2:3][CH2:4][C:5]([N:7]3[CH2:12][CH2:11][O:10][CH2:9][CH2:8]3)=[O:6])[C:33]=2[CH:34]([CH3:36])[CH3:35])=[O:54])[CH:29]=[CH:28][CH:27]=[CH:26][CH:25]=1. (3) Given the reactants [Br:1][C:2]1[CH:7]=[CH:6][C:5]([C:8]2[NH:13][C:12]3[N:14]([C:19]4[CH:24]=[CH:23][CH:22]=[CH:21][CH:20]=4)[N:15]=[C:16]([CH2:17][CH3:18])[C:11]=3[C:10](=[O:25])[CH:9]=2)=[CH:4][CH:3]=1.[CH:26]1C=CC(P(C2C=CC=CC=2)C2C=CC=CC=2)=CC=1.CO.CCOC(/N=N/C(OCC)=O)=O, predict the reaction product. The product is: [Br:1][C:2]1[CH:7]=[CH:6][C:5]([C:8]2[N:13]=[C:12]3[N:14]([C:19]4[CH:20]=[CH:21][CH:22]=[CH:23][CH:24]=4)[N:15]=[C:16]([CH2:17][CH3:18])[C:11]3=[C:10]([O:25][CH3:26])[CH:9]=2)=[CH:4][CH:3]=1.